Dataset: Forward reaction prediction with 1.9M reactions from USPTO patents (1976-2016). Task: Predict the product of the given reaction. (1) Given the reactants [Cl:1][C:2]1[CH:7]=[C:6]([NH:8][C:9]2[CH:14]=[C:13](F)[N:12]=[CH:11][N:10]=2)[C:5](=[O:16])[N:4]2[C:17]([C:22]3[CH:27]=[CH:26][CH:25]=[C:24]([Cl:28])[CH:23]=3)([CH3:21])[NH:18][C:19](=[O:20])[C:3]=12.[C:29]([NH-:31])#[N:30].[Na+].O.Cl, predict the reaction product. The product is: [Cl:1][C:2]1[CH:7]=[C:6]([NH:8][C:9]2[N:10]=[CH:11][N:12]=[C:13]([NH:31][C:29]#[N:30])[CH:14]=2)[C:5](=[O:16])[N:4]2[C:17]([C:22]3[CH:27]=[CH:26][CH:25]=[C:24]([Cl:28])[CH:23]=3)([CH3:21])[NH:18][C:19](=[O:20])[C:3]=12. (2) Given the reactants [CH3:1][O:2][C:3]1[CH:34]=[CH:33][C:6]([CH2:7][NH:8][CH2:9][C:10]([C:13]2[CH:17]=[C:16]([NH:18][C:19](=[O:32])[C:20]([CH3:31])([S:22]([CH:25]3[CH2:30][CH2:29][O:28][CH2:27][CH2:26]3)(=[O:24])=[O:23])[CH3:21])[O:15][N:14]=2)([CH3:12])[CH3:11])=[CH:5][CH:4]=1.N1C=CC=CC=1.[C:41](Cl)(=[O:43])[CH3:42], predict the reaction product. The product is: [C:41]([N:8]([CH2:7][C:6]1[CH:33]=[CH:34][C:3]([O:2][CH3:1])=[CH:4][CH:5]=1)[CH2:9][C:10]([C:13]1[CH:17]=[C:16]([NH:18][C:19](=[O:32])[C:20]([CH3:21])([S:22]([CH:25]2[CH2:30][CH2:29][O:28][CH2:27][CH2:26]2)(=[O:24])=[O:23])[CH3:31])[O:15][N:14]=1)([CH3:12])[CH3:11])(=[O:43])[CH3:42].